Dataset: Forward reaction prediction with 1.9M reactions from USPTO patents (1976-2016). Task: Predict the product of the given reaction. (1) Given the reactants Cl[C:2]1[C:7]([F:8])=[C:6]([Cl:9])[N:5]=[CH:4][N:3]=1.[CH3:10][O:11]/[N:12]=[C:13](/[C:21]1[O:26][CH2:25][CH2:24][O:23][N:22]=1)\[C:14]1[CH:19]=[CH:18][CH:17]=[CH:16][C:15]=1[OH:20].C([O-])([O-])=O.[K+].[K+].CN(C=O)C, predict the reaction product. The product is: [CH3:10][O:11]/[N:12]=[C:13](/[C:14]1[CH:19]=[CH:18][CH:17]=[CH:16][C:15]=1[O:20][C:2]1[C:7]([F:8])=[C:6]([Cl:9])[N:5]=[CH:4][N:3]=1)\[C:21]1[O:26][CH2:25][CH2:24][O:23][N:22]=1. (2) Given the reactants [CH3:1][O:2][C:3]1[C:4]([CH3:12])=[C:5]([CH:9]=[CH:10][CH:11]=1)[C:6](O)=[O:7].[H-].B.O1CCCC1, predict the reaction product. The product is: [CH3:1][O:2][C:3]1[C:4]([CH3:12])=[C:5]([CH2:6][OH:7])[CH:9]=[CH:10][CH:11]=1. (3) Given the reactants [C:1](OC(=O)C)(=[O:3])[CH3:2].[NH2:8][C:9]1[N:13]([CH2:14][CH2:15][CH2:16][CH3:17])[C:12]([S:18][C:19]2[CH:27]=[CH:26][C:22]3[O:23][CH2:24][O:25][C:21]=3[CH:20]=2)=[N:11][C:10]=1[C:28]([NH2:30])=[O:29], predict the reaction product. The product is: [C:1]([NH:8][C:9]1[N:13]([CH2:14][CH2:15][CH2:16][CH3:17])[C:12]([S:18][C:19]2[CH:27]=[CH:26][C:22]3[O:23][CH2:24][O:25][C:21]=3[CH:20]=2)=[N:11][C:10]=1[C:28]([NH2:30])=[O:29])(=[O:3])[CH3:2].